Dataset: Full USPTO retrosynthesis dataset with 1.9M reactions from patents (1976-2016). Task: Predict the reactants needed to synthesize the given product. Given the product [C:14](=[O:15])([O:16][CH:17]([CH3:18])[CH2:19][CH3:20])[O:6][C:5](=[O:7])[C:4]1[CH:8]=[CH:9][CH:10]=[C:2]([Cl:1])[CH:3]=1, predict the reactants needed to synthesize it. The reactants are: [Cl:1][C:2]1[CH:3]=[C:4]([CH:8]=[CH:9][CH:10]=1)[C:5]([OH:7])=[O:6].[OH-].[Na+].Cl[C:14]([O:16][CH:17]([CH2:19][CH3:20])[CH3:18])=[O:15].